From a dataset of Full USPTO retrosynthesis dataset with 1.9M reactions from patents (1976-2016). Predict the reactants needed to synthesize the given product. Given the product [CH3:1][CH:2]1[CH2:7][CH2:6][CH2:5][CH2:4][N:3]1[C:8]1[CH:9]=[CH:10][C:11]2[CH2:12][NH:13][CH2:14][CH2:15][O:16][C:17]=2[N:18]=1, predict the reactants needed to synthesize it. The reactants are: [CH3:1][CH:2]1[CH2:7][CH2:6][CH2:5][CH2:4][N:3]1[C:8]1[CH:9]=[CH:10][C:11]2[CH2:12][N:13](C(OC(C)(C)C)=O)[CH2:14][CH2:15][O:16][C:17]=2[N:18]=1.Cl.C(OCC)(=O)C.[OH-].[Na+].